Dataset: Reaction yield outcomes from USPTO patents with 853,638 reactions. Task: Predict the reaction yield, written as a fraction of the theoretical maximum amount of product (1.0 means a 100% yield; for example, 0.34 means a 34% yield). The reactants are [NH:1]1[CH2:6][CH2:5][O:4][CH2:3][CH2:2]1.[F:7][C:8]1[CH:13]=[C:12]([N+:14]([O-:16])=[O:15])[CH:11]=[C:10](F)[CH:9]=1.O. The catalyst is CS(C)=O. The product is [F:7][C:8]1[CH:9]=[C:10]([N:1]2[CH2:6][CH2:5][O:4][CH2:3][CH2:2]2)[CH:11]=[C:12]([N+:14]([O-:16])=[O:15])[CH:13]=1. The yield is 0.500.